Task: Predict the product of the given reaction.. Dataset: Forward reaction prediction with 1.9M reactions from USPTO patents (1976-2016) Given the reactants CN(C)C1CCNCC1.FC1C=CC([N+]([O-])=O)=CC=1.[H][H].[NH2:22][C:23]1[CH:28]=[CH:27][C:26]([N:29]2[CH2:34][CH2:33][CH:32]([N:35]([CH3:37])[CH3:36])[CH2:31][CH2:30]2)=[CH:25][CH:24]=1.C1N=CN([C:43]([N:45]2C=N[CH:47]=[CH:46]2)=[O:44])C=1.[O:50]([C:57]1[CH:63]=CC(N)=[CH:59][CH:58]=1)[C:51]1[CH:56]=[CH:55][CH:54]=[CH:53][CH:52]=1, predict the reaction product. The product is: [CH3:36][N:35]([CH3:37])[CH:32]1[CH2:31][CH2:30][N:29]([C:26]2[CH:27]=[CH:28][C:23]([NH:22][C:43]([NH:45][C:46]3[CH:47]=[CH:63][C:57]([O:50][C:51]4[CH:56]=[CH:55][CH:54]=[CH:53][CH:52]=4)=[CH:58][CH:59]=3)=[O:44])=[CH:24][CH:25]=2)[CH2:34][CH2:33]1.